From a dataset of Catalyst prediction with 721,799 reactions and 888 catalyst types from USPTO. Predict which catalyst facilitates the given reaction. (1) Reactant: [C:9](O[C:9]([O:11][C:12]([CH3:15])([CH3:14])[CH3:13])=[O:10])([O:11][C:12]([CH3:15])([CH3:14])[CH3:13])=[O:10].[Cl:16][C:17]1[CH:18]=[C:19]([C@H:24]2[C:33]3[C:28](=[CH:29][C:30]([I:34])=[CH:31][CH:32]=3)[C@@H:27]([NH:35][CH3:36])[CH2:26][CH2:25]2)[CH:20]=[CH:21][C:22]=1[Cl:23].C(N(C(C)C)CC)(C)C. Product: [Cl:16][C:17]1[CH:18]=[C:19]([C@H:24]2[C:33]3[C:28](=[CH:29][C:30]([I:34])=[CH:31][CH:32]=3)[C@@H:27]([N:35]([C:9]([O:11][C:12]([CH3:13])([CH3:14])[CH3:15])=[O:10])[CH3:36])[CH2:26][CH2:25]2)[CH:20]=[CH:21][C:22]=1[Cl:23]. The catalyst class is: 4. (2) Reactant: [O:1]1[CH:5]=[CH:4][CH:3]=[C:2]1[C:6]1[C:11]([C:12]2[CH:17]=[CH:16][N:15]=[CH:14][CH:13]=2)=[CH:10][C:9]([N+:18]([O-])=O)=[C:8]([NH2:21])[N:7]=1. Product: [O:1]1[CH:5]=[CH:4][CH:3]=[C:2]1[C:6]1[C:11]([C:12]2[CH:17]=[CH:16][N:15]=[CH:14][CH:13]=2)=[CH:10][C:9]([NH2:18])=[C:8]([NH2:21])[N:7]=1. The catalyst class is: 63. (3) Reactant: O=P(Cl)(Cl)Cl.[CH:6]([C:9]1[N:14]=[C:13]([C:15]([OH:17])=O)[CH:12]=[CH:11][CH:10]=1)([CH3:8])[CH3:7].[C:18]([C:21]1[C:26]([NH2:27])=[C:25]([CH3:28])[C:24]([O:29][CH3:30])=[CH:23][CH:22]=1)(=[O:20])[CH3:19].C(=O)(O)[O-].[Na+]. Product: [C:18]([C:21]1[C:26]([NH:27][C:15]([C:13]2[CH:12]=[CH:11][CH:10]=[C:9]([CH:6]([CH3:7])[CH3:8])[N:14]=2)=[O:17])=[C:25]([CH3:28])[C:24]([O:29][CH3:30])=[CH:23][CH:22]=1)(=[O:20])[CH3:19]. The catalyst class is: 17. (4) Reactant: C(Cl)Cl.[Br:4][CH2:5][C:6](Cl)=[O:7].[CH2:9]([OH:13])[CH2:10][CH2:11][OH:12]. Product: [Br:4][CH2:5][C:6]([O:12][CH2:11][CH2:10][CH2:9][O:13][C:6](=[O:7])[CH2:5][Br:4])=[O:7]. The catalyst class is: 147. (5) Reactant: [Br:1][C:2]1[CH:3]=[C:4]([CH:7]=[CH:8][CH:9]=1)[CH:5]=O.[C:10]([C:13]1[CH:18]=[CH:17][CH:16]=[CH:15][CH:14]=1)(=O)[CH3:11].C[O-].[Na+].Cl.[C:23]([NH2:31])(=[NH:30])[C:24]1[CH:29]=[CH:28][CH:27]=[CH:26][CH:25]=1.[OH-].[Na+]. Product: [Br:1][C:2]1[CH:3]=[C:4]([C:5]2[CH:11]=[C:10]([C:13]3[CH:18]=[CH:17][CH:16]=[CH:15][CH:14]=3)[N:31]=[C:23]([C:24]3[CH:29]=[CH:28][CH:27]=[CH:26][CH:25]=3)[N:30]=2)[CH:7]=[CH:8][CH:9]=1. The catalyst class is: 8. (6) Reactant: [I:1][C:2]1[CH:7]=[CH:6][C:5]([OH:8])=[C:4]([CH:9]([CH3:11])[CH3:10])[CH:3]=1.C([O-])([O-])=O.[K+].[K+].[CH2:18](Br)[C:19]1[CH:24]=[CH:23][CH:22]=[CH:21][CH:20]=1.O. Product: [CH2:18]([O:8][C:5]1[CH:6]=[CH:7][C:2]([I:1])=[CH:3][C:4]=1[CH:9]([CH3:11])[CH3:10])[C:19]1[CH:24]=[CH:23][CH:22]=[CH:21][CH:20]=1. The catalyst class is: 3. (7) Reactant: [Cl:1][C:2]1[CH:7]=[CH:6][C:5]([CH:8]2[CH2:13][CH2:12][CH:11]([C:14]3(Cl)[CH:23]([Cl:24])[C:22](=[O:25])[C:21]4[C:16](=[CH:17][CH:18]=[CH:19][CH:20]=4)[C:15]3=[O:26])[CH2:10][CH2:9]2)=[CH:4][CH:3]=1.C([O-])(=O)C.[Na+].O. Product: [Cl:1][C:2]1[CH:3]=[CH:4][C:5]([C@H:8]2[CH2:13][CH2:12][C@H:11]([C:14]3[C:15](=[O:26])[C:16]4[C:21]([C:22](=[O:25])[C:23]=3[Cl:24])=[CH:20][CH:19]=[CH:18][CH:17]=4)[CH2:10][CH2:9]2)=[CH:6][CH:7]=1. The catalyst class is: 15. (8) Reactant: [F:1][C:2]1[CH:3]=[C:4]([CH:19]=[C:20]([F:22])[CH:21]=1)[CH2:5][O:6][C:7]1[N:12]=[C:11]([N:13]2[CH2:18][CH2:17][NH:16][CH2:15][CH2:14]2)[CH:10]=[CH:9][N:8]=1.[ClH:23].CCOCC. Product: [ClH:23].[F:22][C:20]1[CH:19]=[C:4]([CH:3]=[C:2]([F:1])[CH:21]=1)[CH2:5][O:6][C:7]1[N:12]=[C:11]([N:13]2[CH2:14][CH2:15][NH:16][CH2:17][CH2:18]2)[CH:10]=[CH:9][N:8]=1. The catalyst class is: 4. (9) Product: [O:4]=[C:3]([C:5]1[CH:10]=[CH:9][N:8]=[N:7][CH:6]=1)[CH2:11][P:12](=[O:17])([O:15][CH3:16])[O:13][CH3:14]. Reactant: CO[C:3]([C:5]1[CH:10]=[CH:9][N:8]=[N:7][CH:6]=1)=[O:4].[CH3:11][P:12](=[O:17])([O:15][CH3:16])[O:13][CH3:14].C([N-]C(C)C)(C)C.[Li+]. The catalyst class is: 1.